Dataset: Forward reaction prediction with 1.9M reactions from USPTO patents (1976-2016). Task: Predict the product of the given reaction. (1) Given the reactants [CH:1]1([N:7]2[CH2:13][C@:12]([F:16])(C=C)[C:11](=[O:17])[N:10]([CH3:18])[C:9]3[CH:19]=[N:20][C:21]([NH:23][C:24]4[CH:32]=[CH:31][C:27]([C:28]([OH:30])=O)=[CH:26][C:25]=4[O:33][CH3:34])=[N:22][C:8]2=3)C[CH2:5][CH2:4][CH2:3][CH2:2]1.CN(C(ON1N=N[C:45]2[CH:46]=[CH:47][CH:48]=[N:49][C:44]1=2)=[N+](C)C)C.[F:52][P-](F)(F)(F)(F)F.[C:59]([N:66]1[CH2:71][CH2:70][CH:69]([NH2:72])[CH2:68][CH2:67]1)([O:61]C(C)(C)C)=O, predict the reaction product. The product is: [CH:1]1([N:7]2[CH2:13][C:12]([F:52])([F:16])[C:11](=[O:17])[N:10]([CH3:18])[C:9]3[CH:19]=[N:20][C:21]([NH:23][C:24]4[CH:32]=[CH:31][C:27]([C:28]([NH:72][CH:69]5[CH2:68][CH2:67][N:66]([C:59](=[O:61])[CH2:44][N:49]6[CH2:48][CH2:47][CH2:46][CH2:45]6)[CH2:71][CH2:70]5)=[O:30])=[CH:26][C:25]=4[O:33][CH3:34])=[N:22][C:8]2=3)[CH2:2][CH2:3][CH2:4][CH2:5]1. (2) Given the reactants C(OC([N:11]1[CH2:16][CH2:15][C@H:14]([NH:17][C:18]([O:20][C:21]([CH3:24])([CH3:23])[CH3:22])=[O:19])[C@H:13]([OH:25])[CH2:12]1)=O)C1C=CC=CC=1, predict the reaction product. The product is: [C:21]([O:20][C:18](=[O:19])[NH:17][C@H:14]1[CH2:15][CH2:16][NH:11][CH2:12][C@H:13]1[OH:25])([CH3:24])([CH3:22])[CH3:23]. (3) Given the reactants [C:1]([NH:24][CH2:25][CH2:26][NH:27][C:28](=O)OC[C@@H]1CC[C@H](N2C=NC3C(=O)N=CNC2=3)O1)(=[O:23])[CH2:2][CH2:3]/[CH:4]=[CH:5]\[CH2:6]/[CH:7]=[CH:8]\[CH2:9]/[CH:10]=[CH:11]\[CH2:12]/[CH:13]=[CH:14]\[CH2:15]/[CH:16]=[CH:17]\[CH2:18]/[CH:19]=[CH:20]\[CH2:21][CH3:22].[CH3:47][C:48]1[C:54](=[O:55])[NH:53][C:51](=[O:52])[N:50]([C@@H:56]2[O:60][C@H:59]([CH2:61][OH:62])[C@@H:58]([N:63]=[N+:64]=[N-:65])[CH2:57]2)[CH:49]=1.NCCN(C)[CH2:70][CH2:71][NH:72][C:73](=[O:95])CC/C=C\C/C=C\C/C=C\C/C=C\C/C=C\C/C=C\CC, predict the reaction product. The product is: [C:1]([NH:24][CH2:25][CH2:26][N:27]([CH3:28])[CH2:70][CH2:71][NH:72][C:73](=[O:95])[O:62][CH2:61][C@@H:59]1[C@@H:58]([N:63]=[N+:64]=[N-:65])[CH2:57][C@@H:56]([N:50]2[CH:49]=[C:48]([CH3:47])[C:54](=[O:55])[NH:53][C:51]2=[O:52])[O:60]1)(=[O:23])[CH2:2][CH2:3]/[CH:4]=[CH:5]\[CH2:6]/[CH:7]=[CH:8]\[CH2:9]/[CH:10]=[CH:11]\[CH2:12]/[CH:13]=[CH:14]\[CH2:15]/[CH:16]=[CH:17]\[CH2:18]/[CH:19]=[CH:20]\[CH2:21][CH3:22]. (4) Given the reactants [CH3:1][O:2][C:3]([C:5]1[CH:14]=[CH:13][C:12]2[C:7](=[CH:8][CH:9]=[C:10](Br)[CH:11]=2)[CH:6]=1)=[O:4].[NH:16]1[CH:20]=[CH:19][CH:18]=[N:17]1, predict the reaction product. The product is: [N:16]1([C:10]2[CH:11]=[C:12]3[C:7](=[CH:8][CH:9]=2)[CH:6]=[C:5]([C:3]([O:2][CH3:1])=[O:4])[CH:14]=[CH:13]3)[CH:20]=[CH:19][CH:18]=[N:17]1. (5) Given the reactants [C:1]([O:5][C:6]([N:8]1[CH2:12][C@@:11]([C:14]([CH3:22])([CH3:21])[O:15][SiH2:16][C:17]([CH3:20])([CH3:19])[CH3:18])(O)[CH2:10][C@H:9]1[C:23](=[O:34])[NH:24][CH2:25][C:26]1[CH:31]=[CH:30][CH:29]=[C:28]([Cl:32])[C:27]=1[F:33])=[O:7])([CH3:4])([CH3:3])[CH3:2].CCN(S(F)(F)[F:41])CC.C([O-])(O)=O.[Na+], predict the reaction product. The product is: [C:1]([O:5][C:6]([N:8]1[CH2:12][C@:11]([C:14]([CH3:22])([CH3:21])[O:15][SiH2:16][C:17]([CH3:20])([CH3:19])[CH3:18])([F:41])[CH2:10][C@H:9]1[C:23](=[O:34])[NH:24][CH2:25][C:26]1[CH:31]=[CH:30][CH:29]=[C:28]([Cl:32])[C:27]=1[F:33])=[O:7])([CH3:4])([CH3:3])[CH3:2]. (6) Given the reactants [OH:1][C:2]1[CH:9]=[C:8]([OH:10])[C:7]([OH:11])=[CH:6][C:3]=1[CH:4]=O.C([O:14][C:15](=O)[CH2:16][C:17]1[N:18]=[N:19][NH:20][N:21]=1)C.N1CCCCC1.C(O)(=O)C, predict the reaction product. The product is: [OH:11][C:7]1[CH:6]=[C:3]2[C:2](=[CH:9][C:8]=1[OH:10])[O:1][C:15](=[O:14])[C:16]([C:17]1[N:18]=[N:19][NH:20][N:21]=1)=[CH:4]2. (7) Given the reactants C(N1C=C([B:14]2[O:18][C:17]([CH3:20])([CH3:19])[C:16]([CH3:22])([CH3:21])[O:15]2)C2C(=CC=CC=2)C1=O)(C)C.I[C:25]1[C:34]2[C:29](=[CH:30][CH:31]=[CH:32][CH:33]=2)[C:28](=[O:35])[N:27]([CH2:36][C:37]([F:40])([F:39])[F:38])[CH:26]=1, predict the reaction product. The product is: [CH3:21][C:16]1([CH3:22])[C:17]([CH3:20])([CH3:19])[O:18][B:14]([C:25]2[C:34]3[C:29](=[CH:30][CH:31]=[CH:32][CH:33]=3)[C:28](=[O:35])[N:27]([CH2:36][C:37]([F:40])([F:39])[F:38])[CH:26]=2)[O:15]1. (8) Given the reactants [CH2:1]([O:8][N:9]([C:28]([Cl:30])=[O:29])[C@H:10]1[CH2:15][N:14](C(OC(C)(C)C)=O)[C@H:13]([C:23]2[N:27]=[CH:26][O:25][N:24]=2)[CH2:12][CH2:11]1)[C:2]1[CH:7]=[CH:6][CH:5]=[CH:4][CH:3]=1.Cl, predict the reaction product. The product is: [O:25]1[CH:26]=[N:27][C:23]([C@H:13]2[NH:14][CH2:15][C@H:10]([N:9]([O:8][CH2:1][C:2]3[CH:7]=[CH:6][CH:5]=[CH:4][CH:3]=3)[C:28]([Cl:30])=[O:29])[CH2:11][CH2:12]2)=[N:24]1. (9) Given the reactants [CH3:1][O:2][C:3]1[C:8]2[N:9]=[C:10]([NH:12][C:13](=[O:22])[C:14]3[CH:19]=[CH:18][C:17]([CH2:20][NH2:21])=[CH:16][CH:15]=3)[S:11][C:7]=2[C:6]([N:23]2[CH2:28][CH2:27][O:26][CH2:25][CH2:24]2)=[CH:5][CH:4]=1.[CH:29]1([C:33](Cl)=[O:34])[CH2:32][CH2:31][CH2:30]1, predict the reaction product. The product is: [CH:29]1([C:33]([NH:21][CH2:20][C:17]2[CH:18]=[CH:19][C:14]([C:13]([NH:12][C:10]3[S:11][C:7]4[C:6]([N:23]5[CH2:28][CH2:27][O:26][CH2:25][CH2:24]5)=[CH:5][CH:4]=[C:3]([O:2][CH3:1])[C:8]=4[N:9]=3)=[O:22])=[CH:15][CH:16]=2)=[O:34])[CH2:32][CH2:31][CH2:30]1. (10) Given the reactants [OH-].[Li+].[F:3][C:4]1[CH:9]=[CH:8][C:7]([NH:10][C:11]2[N:20]=[CH:19][CH:18]=[CH:17][C:12]=2[C:13]([O:15]C)=[O:14])=[CH:6][C:5]=1[O:21][CH3:22], predict the reaction product. The product is: [F:3][C:4]1[CH:9]=[CH:8][C:7]([NH:10][C:11]2[N:20]=[CH:19][CH:18]=[CH:17][C:12]=2[C:13]([OH:15])=[O:14])=[CH:6][C:5]=1[O:21][CH3:22].